This data is from M1 muscarinic receptor antagonist screen with 61,756 compounds. The task is: Binary Classification. Given a drug SMILES string, predict its activity (active/inactive) in a high-throughput screening assay against a specified biological target. (1) The drug is S(=O)(=O)(N1CCOCC1)c1ccc(cc1)C(=O)Nc1c(OC)ccc(c1)C. The result is 0 (inactive). (2) The drug is S(CC(=O)NC1CCCC1)Cc1ccc(F)cc1. The result is 0 (inactive). (3) The drug is S1(=O)(=O)CC(N(Cc2sccc2)C(=O)C(Oc2c(c(ccc2)C)C)C)CC1. The result is 0 (inactive). (4) The drug is O(c1c(NC2CCN(CC2)CCc2ccccc2)ccc(OC)c1)C. The result is 0 (inactive). (5) The compound is Clc1ccc(NC(=O)NS(=O)(=O)c2ccc(cc2)C)nc1. The result is 0 (inactive). (6) The molecule is O1CCN(CC1)CCNc1nc2c([nH]c1=O)cccc2. The result is 0 (inactive). (7) The compound is S(=O)(=O)(Nc1n(nc(c1)C)c1ccccc1)c1ccc(cc1)C. The result is 0 (inactive). (8) The result is 0 (inactive). The drug is S(CC(=O)NC1CCCc2c1cccc2)c1n(N)c(nn1)c1sccc1. (9) The drug is O1c2n[nH]c(c2C(c2ccc(OC(=O)N3CCOCC3)cc2)C(=C1N)C#N)c1ccc(cc1)C. The result is 0 (inactive).